This data is from Reaction yield outcomes from USPTO patents with 853,638 reactions. The task is: Predict the reaction yield, written as a fraction of the theoretical maximum amount of product (1.0 means a 100% yield; for example, 0.34 means a 34% yield). (1) The reactants are [O:1]1[CH2:5][CH2:4][C@@H:3]([OH:6])[CH2:2]1.[H-].[Na+].CC1C=CC(S(O[CH2:20][CH2:21][O:22][C:23]2[CH:28]=[CH:27][C:26]([CH2:29][C:30]3[CH:35]=[C:34]([Br:36])[CH:33]=[CH:32][C:31]=3[Cl:37])=[CH:25][CH:24]=2)(=O)=O)=CC=1. The catalyst is O1CCCC1. The product is [Br:36][C:34]1[CH:33]=[CH:32][C:31]([Cl:37])=[C:30]([CH:35]=1)[CH2:29][C:26]1[CH:25]=[CH:24][C:23]([O:22][CH2:21][CH2:20][O:6][C@H:3]2[CH2:4][CH2:5][O:1][CH2:2]2)=[CH:28][CH:27]=1. The yield is 0.800. (2) The reactants are O1[C:5]2([CH2:10][CH2:9][CH:8]([N:11]3[C:16](=[O:17])[C:15]([CH2:18][C:19]4[S:23][C:22]([C:24]5[CH:31]=[CH:30][CH:29]=[CH:28][C:25]=5[C:26]#[N:27])=[CH:21][CH:20]=4)=[C:14]([CH2:32][CH2:33][CH3:34])[N:13]4[N:35]=[CH:36][N:37]=[C:12]34)[CH2:7][CH2:6]2)[O:4]CC1.Cl.O1CCCC1. The catalyst is C(OCC)(=O)C. The product is [OH:4][C@H:5]1[CH2:10][CH2:9][C@H:8]([N:11]2[C:16](=[O:17])[C:15]([CH2:18][C:19]3[S:23][C:22]([C:24]4[CH:31]=[CH:30][CH:29]=[CH:28][C:25]=4[C:26]#[N:27])=[CH:21][CH:20]=3)=[C:14]([CH2:32][CH2:33][CH3:34])[N:13]3[N:35]=[CH:36][N:37]=[C:12]23)[CH2:7][CH2:6]1. The yield is 0.630. (3) The reactants are [Br:1]Br.[N:3]1[C:8]2[NH:9][C:10](=[O:14])[CH2:11][CH2:12][CH2:13][C:7]=2[CH:6]=[CH:5][CH:4]=1. The catalyst is C(Cl)Cl. The product is [Br:1][C:5]1[CH:4]=[N:3][C:8]2[NH:9][C:10](=[O:14])[CH2:11][CH2:12][CH2:13][C:7]=2[CH:6]=1. The yield is 0.560. (4) No catalyst specified. The yield is 0.680. The reactants are [OH:1][C:2]1[CH:7]=[CH:6][CH:5]=[CH:4][C:3]=1[S:8][CH3:9].F[C:11]1[CH:16]=[CH:15][C:14](F)=[CH:13][C:12]=1[N+:18]([O-:20])=[O:19].[F:21][C:22]1[CH:28]=[CH:27][C:25]([NH2:26])=[C:24]([O:29][C:30]2[CH:35]=[CH:34][CH:33]=[CH:32][C:31]=2[S:36][CH3:37])[CH:23]=1.[NH2:38][C:39]1[S:40][CH:41]=[CH:42][N:43]=1. The product is [F:21][C:15]1[CH:14]=[CH:13][C:12]([N+:18]([O-:20])=[O:19])=[C:11]([O:1][C:2]2[CH:7]=[CH:6][CH:5]=[CH:4][C:3]=2[S:8][CH3:9])[CH:16]=1.[F:21][C:22]1[CH:28]=[CH:27][C:25]([NH:26][C:2]([NH:38][C:39]2[S:40][CH:41]=[CH:42][N:43]=2)=[O:1])=[C:24]([O:29][C:30]2[CH:35]=[CH:34][CH:33]=[CH:32][C:31]=2[S:36][CH3:37])[CH:23]=1. (5) The reactants are [CH3:1][C:2]1[CH:3]=[CH:4][CH:5]=[CH:6][C:7]=1[NH2:8].CCN(CC)CC.[CH3:16][C:17]([CH3:22])([CH3:21])[C:18](Cl)=[O:19]. The catalyst is C(Cl)Cl. The product is [C:2]1([CH3:1])[CH:3]=[CH:4][CH:5]=[CH:6][C:7]=1[NH:8][C:18](=[O:19])[C:17]([CH3:22])([CH3:21])[CH3:16]. The yield is 0.910. (6) The reactants are [CH3:1][N:2]([CH2:22][C@@H:23]1[C:26]2[CH:27]=[C:28]([O:33][CH3:34])[C:29]([O:31][CH3:32])=[CH:30][C:25]=2[CH2:24]1)[CH2:3][CH2:4][CH2:5][N:6]1[C:16](=[O:17])[CH2:15][C:14]2[C:9](=[CH:10][C:11]([O:20][CH3:21])=[C:12]([O:18][CH3:19])[CH:13]=2)[CH2:8][CH2:7]1.[ClH:35].C(#N)C. The catalyst is C(#N)C. The product is [CH3:1][N:2]([CH2:22][C@@H:23]1[C:26]2[CH:27]=[C:28]([O:33][CH3:34])[C:29]([O:31][CH3:32])=[CH:30][C:25]=2[CH2:24]1)[CH2:3][CH2:4][CH2:5][N:6]1[C:16](=[O:17])[CH2:15][C:14]2[C:9](=[CH:10][C:11]([O:20][CH3:21])=[C:12]([O:18][CH3:19])[CH:13]=2)[CH2:8][CH2:7]1.[ClH:35]. The yield is 0.750. (7) The yield is 0.690. The product is [Cl:1][C:2]1[CH:3]=[C:4]2[C:8](=[C:9]([NH:11][CH:38]3[CH2:33][CH2:25][N:26]([CH3:27])[CH2:36][CH2:37]3)[CH:10]=1)[NH:7][C:6]([C:14]1[CH:19]=[CH:18][CH:17]=[CH:16][CH:15]=1)=[CH:5]2. No catalyst specified. The reactants are [Cl:1][C:2]1[CH:3]=[C:4]2[C:8](=[C:9]([N+:11]([O-])=O)[CH:10]=1)[NH:7][C:6]([C:14]1[CH:19]=[CH:18][CH:17]=[CH:16][CH:15]=1)=[CH:5]2.CC1C=C2[C:27](=C([N+]([O-])=O)C=1)[NH:26][C:25]([C:33]1[CH:38]=[CH:37][CH:36]=CC=1)=C2. (8) The yield is 0.980. The product is [CH:1]1([C:7]2[O:11][N:10]=[C:9]([C:12]3[O:16][N:15]=[C:14]4[C:17]5[C:22]([CH2:23][CH2:24][C:13]=34)=[CH:21][C:20]([CH:25]=[O:31])=[CH:19][CH:18]=5)[C:8]=2[C:27]([F:30])([F:29])[F:28])[CH2:6][CH2:5][CH2:4][CH2:3][CH2:2]1. The catalyst is ClCCl. The reactants are [CH:1]1([C:7]2[O:11][N:10]=[C:9]([C:12]3[O:16][N:15]=[C:14]4[C:17]5[C:22]([CH2:23][CH2:24][C:13]=34)=[CH:21][C:20]([CH:25]=C)=[CH:19][CH:18]=5)[C:8]=2[C:27]([F:30])([F:29])[F:28])[CH2:6][CH2:5][CH2:4][CH2:3][CH2:2]1.[O:31]=[O+][O-].C(N(CC)CC)C.